Dataset: Full USPTO retrosynthesis dataset with 1.9M reactions from patents (1976-2016). Task: Predict the reactants needed to synthesize the given product. (1) Given the product [Br:1][C:2]1[CH:3]=[CH:4][C:5]([N:14]([CH2:12][CH3:13])[CH2:15][CH:16]([CH3:18])[CH3:17])=[C:6]([CH:9]=1)[CH:7]=[O:8], predict the reactants needed to synthesize it. The reactants are: [Br:1][C:2]1[CH:3]=[CH:4][C:5](F)=[C:6]([CH:9]=1)[CH:7]=[O:8].Cl.[CH2:12]([NH:14][CH2:15][CH:16]([CH3:18])[CH3:17])[CH3:13].C(=O)([O-])[O-].[Na+].[Na+]. (2) Given the product [Br:27][C:26]1[C:22]([NH:12][S:9]([C:3]2[CH:4]=[CH:5][CH:6]=[CH:7][CH:8]=2)(=[O:11])=[O:10])=[N:23][O:24][C:25]=1[CH3:28], predict the reactants needed to synthesize it. The reactants are: [OH-].[Na+].[C:3]1([S:9]([N:12]([C:22]2[C:26]([Br:27])=[C:25]([CH3:28])[O:24][N:23]=2)S(C2C=CC=CC=2)(=O)=O)(=[O:11])=[O:10])[CH:8]=[CH:7][CH:6]=[CH:5][CH:4]=1.